From a dataset of Reaction yield outcomes from USPTO patents with 853,638 reactions. Predict the reaction yield, written as a fraction of the theoretical maximum amount of product (1.0 means a 100% yield; for example, 0.34 means a 34% yield). (1) The reactants are [Br:1][C:2]1[N:7]=[CH:6][C:5]([CH:8]=O)=[CH:4][CH:3]=1.[CH3:10][O:11][CH2:12][CH2:13][NH2:14].C(O[BH-](OC(=O)C)OC(=O)C)(=O)C.[Na+].[NH4+].[Cl-]. The catalyst is C(Cl)Cl.O. The product is [Br:1][C:2]1[N:7]=[CH:6][C:5]([CH2:8][NH:14][CH2:13][CH2:12][O:11][CH3:10])=[CH:4][CH:3]=1. The yield is 0.450. (2) The reactants are [F:1][C:2]1[CH:3]=[C:4]([CH:13]2[C:22]([CH3:24])([CH3:23])[CH2:21][C:20]3[C:15](=[CH:16][CH:17]=[C:18]([C:25](O)=[O:26])[CH:19]=3)[NH:14]2)[CH:5]=[C:6]([N:8]2[CH2:12][CH2:11][CH2:10][CH2:9]2)[CH:7]=1.[CH:28]1([S:31]([NH2:34])(=[O:33])=[O:32])[CH2:30][CH2:29]1. The catalyst is CN(C)C1C=CN=CC=1.ClCCl. The product is [F:1][C:2]1[CH:3]=[C:4]([CH:13]2[C:22]([CH3:24])([CH3:23])[CH2:21][C:20]3[C:15](=[CH:16][CH:17]=[C:18]([C:25]([NH:34][S:31]([CH:28]4[CH2:30][CH2:29]4)(=[O:33])=[O:32])=[O:26])[CH:19]=3)[NH:14]2)[CH:5]=[C:6]([N:8]2[CH2:12][CH2:11][CH2:10][CH2:9]2)[CH:7]=1. The yield is 0.200.